This data is from Catalyst prediction with 721,799 reactions and 888 catalyst types from USPTO. The task is: Predict which catalyst facilitates the given reaction. (1) Reactant: Cl.[C:2]([NH2:5])(=[NH:4])[CH3:3].[F:6][C:7]1[CH:24]=[CH:23][C:10]([C:11]([NH:13][CH:14]([C:19](OC)=[O:20])[C:15](OC)=[O:16])=[O:12])=[CH:9][CH:8]=1.[Na]. Product: [OH:20][C:19]1[C:14]([NH:13][C:11](=[O:12])[C:10]2[CH:23]=[CH:24][C:7]([F:6])=[CH:8][CH:9]=2)=[C:15]([OH:16])[N:5]=[C:2]([CH3:3])[N:4]=1. The catalyst class is: 8. (2) Reactant: Cl.[NH:2]1[CH2:7][CH2:6][CH:5]([CH2:8][NH:9][C:10]([C:12]2[C:20]3[N:19]=[C:18]([C:21]([CH3:24])([CH3:23])[CH3:22])[NH:17][C:16]=3[CH:15]=[CH:14][CH:13]=2)=[O:11])[CH2:4][CH2:3]1.[CH:25]([N:28]([CH2:32][CH3:33])[CH:29]([CH3:31])C)(C)C.[C:34]([O:38][C:39](N1CCC(C=O)CC1)=[O:40])([CH3:37])([CH3:36])[CH3:35].[C:49](O[BH-](OC(=O)C)OC(=O)C)(=O)C.[Na+]. Product: [C:34]([O:38][C:39]([N:2]1[CH2:7][CH2:6][CH:5]([CH2:8][NH:9][C:10]([C:12]2[C:20]3[N:19]=[C:18]([C:21]([CH3:24])([CH3:23])[CH3:22])[NH:17][C:16]=3[CH:15]=[CH:14][CH:13]=2)=[O:11])[CH2:4][CH:3]1[CH2:25][N:28]1[CH2:29][CH2:31][CH2:49][CH2:33][CH2:32]1)=[O:40])([CH3:37])([CH3:36])[CH3:35]. The catalyst class is: 4.